From a dataset of Catalyst prediction with 721,799 reactions and 888 catalyst types from USPTO. Predict which catalyst facilitates the given reaction. (1) Product: [Br:24][C:20]1[N:19]=[C:18]([CH2:17][N:8]2[C:9]3[C:14](=[CH:13][CH:12]=[CH:11][CH:10]=3)[C:15](=[O:16])[C:6]([C:4](=[O:5])[C:31]3[CH:32]=[CH:33][C:28]([O:27][CH3:26])=[CH:29][CH:30]=3)=[CH:7]2)[CH:23]=[CH:22][CH:21]=1. Reactant: CON(C)[C:4]([C:6]1[C:15](=[O:16])[C:14]2[C:9](=[CH:10][CH:11]=[CH:12][CH:13]=2)[N:8]([CH2:17][C:18]2[CH:23]=[CH:22][CH:21]=[C:20]([Br:24])[N:19]=2)[CH:7]=1)=[O:5].[CH3:26][O:27][C:28]1[CH:33]=[CH:32][C:31]([Mg]Br)=[CH:30][CH:29]=1. The catalyst class is: 1. (2) Reactant: [CH2:1]([C:3]1([OH:17])[C:13]2[C:8](=[C:9]([O:14]C)[N:10]=[CH:11][CH:12]=2)[CH2:7][O:6][C:5](=[O:16])[CH2:4]1)[CH3:2]. Product: [CH2:1]([C:3]1([OH:17])[C:13]2[CH:12]=[CH:11][NH:10][C:9](=[O:14])[C:8]=2[CH2:7][O:6][C:5](=[O:16])[CH2:4]1)[CH3:2]. The catalyst class is: 33.